From a dataset of Full USPTO retrosynthesis dataset with 1.9M reactions from patents (1976-2016). Predict the reactants needed to synthesize the given product. (1) Given the product [NH2:25][C@H:20]1[CH2:21][CH2:22][CH2:23][CH2:24][C@H:19]1[NH:18][C:11]1[N:10]=[C:9]([C:33]2[CH:34]=[N:35][N:36]([CH3:38])[CH:37]=2)[C:8]2[C:7](=[O:39])[NH:6][C:14]([CH3:16])([CH3:15])[C:13]=2[C:12]=1[F:17].[C:46]([OH:52])([C:48]([F:51])([F:50])[F:49])=[O:47], predict the reactants needed to synthesize it. The reactants are: COC1C=C(OC)C=CC=1C[N:6]1[C:14]([CH3:16])([CH3:15])[C:13]2[C:12]([F:17])=[C:11]([NH:18][C@@H:19]3[CH2:24][CH2:23][CH2:22][CH2:21][C@@H:20]3[NH:25]C(=O)OC(C)(C)C)[N:10]=[C:9]([C:33]3[CH:34]=[N:35][N:36]([CH3:38])[CH:37]=3)[C:8]=2[C:7]1=[O:39].[C:46]([OH:52])([C:48]([F:51])([F:50])[F:49])=[O:47]. (2) Given the product [CH2:1]([O:3][C:4]([CH:6]1[CH:8]([CH2:9][O:10][Si:15]([C:12]([CH3:14])([CH3:13])[CH3:11])([CH3:17])[CH3:16])[NH:7]1)=[O:5])[CH3:2], predict the reactants needed to synthesize it. The reactants are: [CH2:1]([O:3][C:4]([C@@H:6]1[C@@H:8]([CH2:9][OH:10])[NH:7]1)=[O:5])[CH3:2].[CH3:11][C:12]([Si:15](Cl)([CH3:17])[CH3:16])([CH3:14])[CH3:13].O. (3) Given the product [F:15][C:16]([F:26])([F:27])[C:17]1[CH:25]=[CH:24][CH:23]=[CH:22][C:18]=1[C:19]([NH:1][C:2]1[CH:3]=[C:4]([C:11]([O:13][CH3:14])=[O:12])[C:5]2[N:9]=[CH:8][NH:7][C:6]=2[CH:10]=1)=[O:20], predict the reactants needed to synthesize it. The reactants are: [NH2:1][C:2]1[CH:3]=[C:4]([C:11]([O:13][CH3:14])=[O:12])[C:5]2[N:9]=[CH:8][NH:7][C:6]=2[CH:10]=1.[F:15][C:16]([F:27])([F:26])[C:17]1[CH:25]=[CH:24][CH:23]=[CH:22][C:18]=1[C:19](Cl)=[O:20]. (4) Given the product [CH:4]([C@H:5]1[O:10][C:9]([CH3:11])([CH3:12])[O:8][C@@H:7]([CH2:13][C:14]([N:16]([CH:17]([CH3:19])[CH3:18])[CH:20]([CH3:21])[CH3:22])=[O:15])[CH2:6]1)=[O:3], predict the reactants needed to synthesize it. The reactants are: [Br-].[K+].[OH:3][CH2:4][C@H:5]1[O:10][C:9]([CH3:12])([CH3:11])[O:8][C@@H:7]([CH2:13][C:14]([N:16]([CH:20]([CH3:22])[CH3:21])[CH:17]([CH3:19])[CH3:18])=[O:15])[CH2:6]1.Cl[O-].[Na+]. (5) Given the product [Br:1][C:2]1[C:3]([CH3:13])=[C:4]([Cl:14])[C:5]([OH:12])=[C:6]([CH:11]=1)[C:7]([O:9][CH3:10])=[O:8], predict the reactants needed to synthesize it. The reactants are: [Br:1][C:2]1[C:3]([CH3:13])=[CH:4][C:5]([OH:12])=[C:6]([CH:11]=1)[C:7]([O:9][CH3:10])=[O:8].[Cl:14]N1C(=O)CCC1=O.O. (6) The reactants are: [C:1]([O:5][C:6]([N:8]1[CH2:13][CH2:12][N:11]([C:14]2[S:15][C:16](Br)=[CH:17][N:18]=2)[CH2:10][CH2:9]1)=[O:7])([CH3:4])([CH3:3])[CH3:2].[CH2:20]([S:24][S:24][CH2:20][CH2:21][CH2:22][CH3:23])[CH2:21][CH2:22][CH3:23]. Given the product [C:1]([O:5][C:6]([N:8]1[CH2:13][CH2:12][N:11]([C:14]2[S:15][C:16]([S:24][CH2:20][CH2:21][CH2:22][CH3:23])=[CH:17][N:18]=2)[CH2:10][CH2:9]1)=[O:7])([CH3:4])([CH3:3])[CH3:2], predict the reactants needed to synthesize it. (7) Given the product [Cl:1][C:2]1[CH:3]=[C:4]2[C:8](=[CH:9][CH:10]=1)[NH:7][C:6]([C:11]([NH:14][C@@H:15]1[CH2:23][C:22]3[C:17](=[CH:18][CH:19]=[CH:20][CH:21]=3)[C@H:16]1[NH:24][C:25](=[O:31])[O:26][C:27]([CH3:29])([CH3:28])[CH3:30])=[O:13])=[CH:5]2, predict the reactants needed to synthesize it. The reactants are: [Cl:1][C:2]1[CH:3]=[C:4]2[C:8](=[CH:9][CH:10]=1)[NH:7][C:6]([C:11]([OH:13])=O)=[CH:5]2.[NH2:14][C@@H:15]1[CH2:23][C:22]2[C:17](=[CH:18][CH:19]=[CH:20][CH:21]=2)[C@H:16]1[NH:24][C:25](=[O:31])[O:26][C:27]([CH3:30])([CH3:29])[CH3:28].CCN(C(C)C)C(C)C.C1C=CC2N(O)N=NC=2C=1.CCN=C=NCCCN(C)C.